From a dataset of NCI-60 drug combinations with 297,098 pairs across 59 cell lines. Regression. Given two drug SMILES strings and cell line genomic features, predict the synergy score measuring deviation from expected non-interaction effect. (1) Drug 1: CC12CCC3C(C1CCC2O)C(CC4=C3C=CC(=C4)O)CCCCCCCCCS(=O)CCCC(C(F)(F)F)(F)F. Drug 2: CCN(CC)CCCC(C)NC1=C2C=C(C=CC2=NC3=C1C=CC(=C3)Cl)OC. Cell line: SK-OV-3. Synergy scores: CSS=12.0, Synergy_ZIP=-3.83, Synergy_Bliss=-0.0722, Synergy_Loewe=-5.54, Synergy_HSA=-3.16. (2) Drug 1: C1=CC(=C2C(=C1NCCNCCO)C(=O)C3=C(C=CC(=C3C2=O)O)O)NCCNCCO. Drug 2: CN(CC1=CN=C2C(=N1)C(=NC(=N2)N)N)C3=CC=C(C=C3)C(=O)NC(CCC(=O)O)C(=O)O. Cell line: KM12. Synergy scores: CSS=21.7, Synergy_ZIP=-5.64, Synergy_Bliss=-12.3, Synergy_Loewe=5.25, Synergy_HSA=-0.627.